Dataset: Forward reaction prediction with 1.9M reactions from USPTO patents (1976-2016). Task: Predict the product of the given reaction. (1) Given the reactants [NH2:1][C@H:2]1[C:11]2[C:6](=[CH:7][CH:8]=[C:9]([N:12]3[CH2:17][CH2:16][O:15][CH2:14][CH2:13]3)[CH:10]=2)[N:5]([C:18](=[O:20])[CH3:19])[C@@H:4]([CH2:21][CH3:22])[C@@H:3]1[CH3:23].Br[C:25]1[CH:30]=[CH:29][CH:28]=[C:27]([O:31][CH3:32])[N:26]=1.CN(C1C(C2C(P(C3CCCCC3)C3CCCCC3)=CC=CC=2)=CC=CC=1)C.CC(C)([O-])C.[Na+], predict the reaction product. The product is: [CH2:21]([C@H:4]1[C@H:3]([CH3:23])[C@@H:2]([NH:1][C:25]2[CH:30]=[CH:29][CH:28]=[C:27]([O:31][CH3:32])[N:26]=2)[C:11]2[C:6](=[CH:7][CH:8]=[C:9]([N:12]3[CH2:13][CH2:14][O:15][CH2:16][CH2:17]3)[CH:10]=2)[N:5]1[C:18](=[O:20])[CH3:19])[CH3:22]. (2) The product is: [CH3:3][C:4]1([C:9]2[N:10]=[C:11]([CH2:15][N:16]3[CH:20]=[C:19]([NH2:21])[CH:18]=[N:17]3)[CH:12]=[CH:13][CH:14]=2)[O:8][CH2:7][CH2:6][O:5]1. Given the reactants N#N.[CH3:3][C:4]1([C:9]2[CH:14]=[CH:13][CH:12]=[C:11]([CH2:15][N:16]3[CH:20]=[C:19]([N+:21]([O-])=O)[CH:18]=[N:17]3)[N:10]=2)[O:8][CH2:7][CH2:6][O:5]1.[NH4+].[Cl-], predict the reaction product. (3) Given the reactants [CH:1]12[CH2:7][CH:4]([CH2:5][CH2:6]1)[CH2:3][CH:2]2[N:8]1[C:11](=[O:12])[C:10]([CH3:14])([CH3:13])[NH:9]1.[Cl:15][C:16]1[CH:23]=[C:22]([F:24])[CH:21]=[CH:20][C:17]=1[CH2:18]Br, predict the reaction product. The product is: [CH:1]12[CH2:7][CH:4]([CH2:5][CH2:6]1)[CH2:3][CH:2]2[N:8]1[C:11](=[O:12])[C:10]([CH3:14])([CH3:13])[N:9]1[CH2:18][C:17]1[CH:20]=[CH:21][C:22]([F:24])=[CH:23][C:16]=1[Cl:15]. (4) Given the reactants [H-].[Na+].[NH:3]1[CH:7]=[C:6]([CH:8]=[O:9])[N:5]=[CH:4]1.Cl[C:11]1[CH:16]=[N:15][CH:14]=[CH:13][N:12]=1, predict the reaction product. The product is: [N:12]1[CH:13]=[CH:14][N:15]=[CH:16][C:11]=1[N:3]1[CH:7]=[C:6]([CH:8]=[O:9])[N:5]=[CH:4]1. (5) Given the reactants S(=O)(=O)(O)O.[F:6][C:7]1[CH:12]=[CH:11][C:10]([C:13]#[C:14][C:15]2[CH:16]=[CH:17][C:18](=[O:24])[N:19]([CH:21]([CH3:23])[CH3:22])[N:20]=2)=[CH:9][CH:8]=1.C(=O)([O-])[O-:26].[Na+].[Na+], predict the reaction product. The product is: [F:6][C:7]1[CH:12]=[CH:11][C:10]([C:13](=[O:26])[CH2:14][C:15]2[CH:16]=[CH:17][C:18](=[O:24])[N:19]([CH:21]([CH3:22])[CH3:23])[N:20]=2)=[CH:9][CH:8]=1.